Task: Binary Classification. Given a drug SMILES string, predict its activity (active/inactive) in a high-throughput screening assay against a specified biological target.. Dataset: HIV replication inhibition screening data with 41,000+ compounds from the AIDS Antiviral Screen (1) The molecule is CC1=NN(c2ccccc2)C(=O)C1=Cn1c(=S)[nH]c2ccccc21. The result is 0 (inactive). (2) The drug is CC(C)CC(C#N)C(=O)O. The result is 0 (inactive). (3) The molecule is Cl.O=c1oc2ccccc2c(O)c1C(CC(CCN1CCCC1)=NO)c1ccccc1. The result is 0 (inactive). (4) The compound is CC(C)c1ccc2nc3ccc(C(=O)NCCN(C)C)cn3c(=O)c2c1. The result is 0 (inactive). (5) The drug is Cc1cc(Cl)ccc1NC(=O)CC1SC(NC(=O)c2ccccc2Cl)=NC1=O. The result is 0 (inactive). (6) The compound is CCCN(CC)C(=O)COc1cc2c(O)c3c(O)c(C)c4c(c13)C(=O)C(C)(OC=CC(OC)C(C)C(OC(C)=O)C(C)C(O)C(C)C(O)C(C)C=CC=C(C)C(=O)N2)O4. The result is 0 (inactive).